Dataset: Full USPTO retrosynthesis dataset with 1.9M reactions from patents (1976-2016). Task: Predict the reactants needed to synthesize the given product. (1) Given the product [CH3:32][N:26]1[C:23]2[C:24](=[O:25])[N:19]([CH2:18][CH2:17][O:16][C:12]3[CH:11]=[C:10]([CH:15]=[CH:14][CH:13]=3)[O:9][C:5]([CH3:8])([CH2:6][CH3:7])[C:4]([OH:34])=[O:3])[C:20]([CH3:33])=[N:21][C:22]=2[C:28]([CH2:29][CH2:30][CH3:31])=[N:27]1, predict the reactants needed to synthesize it. The reactants are: C([O:3][C:4](=[O:34])[C:5]([O:9][C:10]1[CH:15]=[CH:14][CH:13]=[C:12]([O:16][CH2:17][CH2:18][N:19]2[C:24](=[O:25])[C:23]3[N:26]([CH3:32])[N:27]=[C:28]([CH2:29][CH2:30][CH3:31])[C:22]=3[N:21]=[C:20]2[CH3:33])[CH:11]=1)([CH3:8])[CH2:6][CH3:7])C.C(=O)([O-])[O-].[Na+].[Na+]. (2) Given the product [CH2:26]([N:28]([CH2:1][C:3]1[N:7]([CH3:8])[C:6]2[C:9]([N:13]3[CH2:18][CH2:17][N:16]([C:19]([O:21][C:22]([CH3:24])([CH3:25])[CH3:23])=[O:20])[CH2:15][CH2:14]3)=[CH:10][CH:11]=[CH:12][C:5]=2[N:4]=1)[C@@H:29]1[C:38]2[N:37]=[CH:36][CH:35]=[CH:34][C:33]=2[CH2:32][CH2:31][CH2:30]1)[CH3:27], predict the reactants needed to synthesize it. The reactants are: [CH:1]([C:3]1[N:7]([CH3:8])[C:6]2[C:9]([N:13]3[CH2:18][CH2:17][N:16]([C:19]([O:21][C:22]([CH3:25])([CH3:24])[CH3:23])=[O:20])[CH2:15][CH2:14]3)=[CH:10][CH:11]=[CH:12][C:5]=2[N:4]=1)=O.[CH2:26]([NH:28][C@@H:29]1[C:38]2[N:37]=[CH:36][CH:35]=[CH:34][C:33]=2[CH2:32][CH2:31][CH2:30]1)[CH3:27].C(O)(=O)C.C(O[BH-](OC(=O)C)OC(=O)C)(=O)C.[Na+]. (3) Given the product [CH:8]1[C:2]([Cl:1])=[C:3]([S:13]([NH2:14])(=[O:16])=[O:15])[CH:4]=[C:5]2[S:9]([NH:10][CH:17]=[N:7][C:6]=12)(=[O:12])=[O:11], predict the reactants needed to synthesize it. The reactants are: [Cl:1][C:2]1[C:3]([S:13](=[O:16])(=[O:15])[NH2:14])=[CH:4][C:5]([S:9](=[O:12])(=[O:11])[NH2:10])=[C:6]([CH:8]=1)[NH2:7].[CH:17](O)=O. (4) Given the product [Cl:10][CH2:11][C:12]([N:4]1[CH2:5][CH2:6][CH2:7][CH:3]1[C:2]([F:9])([F:8])[F:1])=[O:13], predict the reactants needed to synthesize it. The reactants are: [F:1][C:2]([F:9])([F:8])[CH:3]1[CH2:7][CH2:6][CH2:5][NH:4]1.[Cl:10][CH2:11][C:12](Cl)=[O:13]. (5) Given the product [CH3:57][O:56][C:54](=[O:55])[NH:53][CH:46]([C:45]([N:41]1[CH2:42][CH2:43][CH2:44][CH:40]1[C:37]1[NH:36][C:35]([C:30]2[CH:29]=[CH:28][C:27]3[C:32](=[CH:33][CH:34]=[C:25]([C:22]4[CH:21]=[CH:20][C:19]([C:16]5[NH:15][C:14]([CH:9]6[CH2:10][C:11](=[CH2:13])[CH2:12][N:8]6[C:6](=[O:7])[CH:5]([NH:4][C:3]([O:2][CH3:1])=[O:65])[C:59]6[CH:60]=[N:61][CH:62]=[CH:63][CH:64]=6)=[N:18][CH:17]=5)=[CH:24][CH:23]=4)[CH:26]=3)[CH:31]=2)=[CH:39][N:38]=1)=[O:58])[CH:47]([CH3:48])[CH3:52], predict the reactants needed to synthesize it. The reactants are: [CH3:1][O:2][C:3](=[O:65])[NH:4][CH:5]([C:59]1[CH:60]=[N:61][CH:62]=[CH:63][CH:64]=1)[C:6]([N:8]1[CH2:12][C:11](=[CH2:13])[CH2:10][CH:9]1[C:14]1[NH:15][C:16]([C:19]2[CH:24]=[CH:23][C:22]([C:25]3[CH:34]=[CH:33][C:32]4[C:27](=[CH:28][CH:29]=[C:30]([C:35]5[NH:36][C:37]([CH:40]6[CH2:44][CH2:43][CH2:42][N:41]6[C:45](=[O:58])[CH:46]([NH:53][C:54]([O:56][CH3:57])=[O:55])[CH:47]6[CH2:52]COC[CH2:48]6)=[N:38][CH:39]=5)[CH:31]=4)[CH:26]=3)=[CH:21][CH:20]=2)=[CH:17][N:18]=1)=[O:7].C(OC(N1CC(=C)CC1C1NC(C2C=CC(C3C=CC4C(=CC=C(C5NC(C6CCCN6C(=O)C(NC(OC)=O)C(C)C)=NC=5)C=4)C=3)=CC=2)=CN=1)=O)(C)(C)C. (6) Given the product [CH2:1]([NH:3][C:4](=[O:5])[NH:6][C:7]1[S:8][C:9]2[C:15]([C:16]3[CH:21]=[C:20]([CH3:22])[CH:19]=[CH:18][N:17]=3)=[CH:14][C:13]([O:23][S:32]([C:31]([F:44])([F:43])[F:30])(=[O:34])=[O:33])=[CH:12][C:10]=2[N:11]=1)[CH3:2], predict the reactants needed to synthesize it. The reactants are: [CH2:1]([NH:3][C:4]([NH:6][C:7]1[S:8][C:9]2[C:15]([C:16]3[CH:21]=[C:20]([CH3:22])[CH:19]=[CH:18][N:17]=3)=[CH:14][C:13]([OH:23])=[CH:12][C:10]=2[N:11]=1)=[O:5])[CH3:2].N1C=CC=CC=1.[F:30][C:31]([F:44])([F:43])[S:32](O[S:32]([C:31]([F:44])([F:43])[F:30])(=[O:34])=[O:33])(=[O:34])=[O:33].